Dataset: Reaction yield outcomes from USPTO patents with 853,638 reactions. Task: Predict the reaction yield, written as a fraction of the theoretical maximum amount of product (1.0 means a 100% yield; for example, 0.34 means a 34% yield). (1) The reactants are [CH3:1][C:2]1[N:7]=[C:6]([N:8]2[C:12]([NH:13][C:14]3[C:15]4[CH:16]=[N:17][NH:18][C:19]=4[CH:20]=[CH:21][CH:22]=3)=[CH:11][CH:10]=[N:9]2)[CH:5]=[C:4](S(C)=O)[N:3]=1.[NH3:26]. No catalyst specified. The product is [NH2:26][C:4]1[N:3]=[C:2]([CH3:1])[N:7]=[C:6]([N:8]2[C:12]([NH:13][C:14]3[C:15]4[CH:16]=[N:17][NH:18][C:19]=4[CH:20]=[CH:21][CH:22]=3)=[CH:11][CH:10]=[N:9]2)[CH:5]=1. The yield is 0.250. (2) The reactants are C1(P(C2C=CC=CC=2C2C=CC=CC=2)C2CCCCC2)CCCCC1.Br[C:27]1[C:36]2[C:31](=[CH:32][CH:33]=[CH:34][C:35]=2[F:37])[CH:30]=[CH:29][CH:28]=1.[C:38]([N:45]1[CH2:50][CH2:49][NH:48][CH2:47][CH2:46]1)([O:40][C:41]([CH3:44])([CH3:43])[CH3:42])=[O:39].CC([O-])(C)C.[Na+]. The catalyst is C1(C)C=CC=CC=1.CC([O-])=O.CC([O-])=O.[Pd+2]. The product is [C:41]([O:40][C:38]([N:45]1[CH2:50][CH2:49][N:48]([C:27]2[C:36]3[C:31](=[CH:32][CH:33]=[CH:34][C:35]=3[F:37])[CH:30]=[CH:29][CH:28]=2)[CH2:47][CH2:46]1)=[O:39])([CH3:44])([CH3:42])[CH3:43]. The yield is 0.380. (3) The reactants are [N+:1]([C:4]1[CH:5]=[C:6]([CH2:14]O)[CH:7]=[C:8]([C:10]([F:13])([F:12])[F:11])[CH:9]=1)([O-:3])=[O:2].C1C=CC(P(C2C=CC=CC=2)C2C=CC=CC=2)=CC=1.C(Br)(Br)(Br)[Br:36]. The catalyst is C(Cl)Cl. The product is [Br:36][CH2:14][C:6]1[CH:7]=[C:8]([C:10]([F:13])([F:12])[F:11])[CH:9]=[C:4]([N+:1]([O-:3])=[O:2])[CH:5]=1. The yield is 6.89. (4) The reactants are [C:1]([C:3]1[CH:4]=[C:5]2[C:10](=[CH:11][C:12]=1[OH:13])[N:9]=[CH:8][CH:7]=[C:6]2[O:14][C:15]1[CH:20]=[CH:19][C:18]([NH:21][C:22]([NH:24][CH:25]2[CH2:27][CH2:26]2)=[O:23])=[C:17]([Cl:28])[CH:16]=1)#[N:2].[Br:29][CH2:30][CH2:31][CH2:32]Br. No catalyst specified. The product is [Br:29][CH2:30][CH2:31][CH2:32][O:13][C:12]1[CH:11]=[C:10]2[C:5]([C:6]([O:14][C:15]3[CH:20]=[CH:19][C:18]([NH:21][C:22]([NH:24][CH:25]4[CH2:26][CH2:27]4)=[O:23])=[C:17]([Cl:28])[CH:16]=3)=[CH:7][CH:8]=[N:9]2)=[CH:4][C:3]=1[C:1]#[N:2]. The yield is 0.156. (5) The reactants are [F:1][C:2]1[CH:3]=[N:4][CH:5]=[CH:6][C:7]=1[CH2:8][CH2:9]OS(C)(=O)=O.[C:15]([N:22]1[CH2:27][CH2:26][NH:25][CH2:24][CH2:23]1)([O:17][C:18]([CH3:21])([CH3:20])[CH3:19])=[O:16].C([O-])([O-])=O.[K+].[K+].[Na+].[I-].C([O-])([O-])=O.[Cs+].[Cs+]. The catalyst is CN(C=O)C.O.C(OCC)(=O)C.C(OCC)C. The product is [C:15]([N:22]1[CH2:23][CH2:24][N:25]([CH2:9][CH2:8][C:7]2[CH:6]=[CH:5][N:4]=[CH:3][C:2]=2[F:1])[CH2:26][CH2:27]1)([O:17][C:18]([CH3:21])([CH3:20])[CH3:19])=[O:16]. The yield is 0.840. (6) The reactants are [CH3:1][C:2]1[CH:8]=[C:7]([N+:9]([O-:11])=[O:10])[CH:6]=[CH:5][C:3]=1[NH2:4].[C:12](Cl)(Cl)=[O:13]. The catalyst is C(OCC)(=O)C. The product is [CH3:1][C:2]1[CH:8]=[C:7]([N+:9]([O-:11])=[O:10])[CH:6]=[CH:5][C:3]=1[N:4]=[C:12]=[O:13]. The yield is 0.880.